This data is from Reaction yield outcomes from USPTO patents with 853,638 reactions. The task is: Predict the reaction yield, written as a fraction of the theoretical maximum amount of product (1.0 means a 100% yield; for example, 0.34 means a 34% yield). (1) The reactants are Cl[C:2]1[CH:7]=[C:6]([N:8]2[CH2:13][CH2:12][O:11][CH2:10][CH2:9]2)[N:5]=[C:4]([C:14]2[CH:19]=[CH:18][CH:17]=[C:16]([CH2:20][OH:21])[CH:15]=2)[N:3]=1.[C:22]([C:25]1[CH:26]=[C:27](B(O)O)[CH:28]=[CH:29][CH:30]=1)(=[O:24])[NH2:23]. No catalyst specified. The product is [C:22]([C:25]1[CH:30]=[C:29]([C:2]2[CH:7]=[C:6]([N:8]3[CH2:13][CH2:12][O:11][CH2:10][CH2:9]3)[N:5]=[C:4]([C:14]3[CH:19]=[CH:18][CH:17]=[C:16]([CH2:20][OH:21])[CH:15]=3)[N:3]=2)[CH:28]=[CH:27][CH:26]=1)(=[O:24])[NH2:23]. The yield is 0.230. (2) The reactants are [CH3:1][C:2]([C:4]1[CH:9]=[C:8](Br)[CH:7]=[CH:6][C:5]=1[OH:11])=[O:3].[Cu](C#N)[C:13]#[N:14].CCOCC. The catalyst is CN(C=O)C. The product is [C:2]([C:4]1[CH:9]=[C:8]([CH:7]=[CH:6][C:5]=1[OH:11])[C:13]#[N:14])(=[O:3])[CH3:1]. The yield is 0.700. (3) The reactants are [OH-].[Na+].C([O:5][C:6](=[O:31])[CH2:7][CH2:8][CH2:9][C:10]1[CH:15]=[CH:14][C:13]([Cl:16])=[C:12]([CH2:17][CH:18]2[CH2:22][CH2:21][N:20]([CH:23]3[CH2:28][CH2:27][CH2:26][CH2:25][CH2:24]3)[C:19]2=[O:29])[C:11]=1[F:30])C.Cl. The catalyst is CO. The product is [Cl:16][C:13]1[CH:14]=[CH:15][C:10]([CH2:9][CH2:8][CH2:7][C:6]([OH:31])=[O:5])=[C:11]([F:30])[C:12]=1[CH2:17][CH:18]1[CH2:22][CH2:21][N:20]([CH:23]2[CH2:28][CH2:27][CH2:26][CH2:25][CH2:24]2)[C:19]1=[O:29]. The yield is 0.550. (4) The reactants are [F:1][C:2]1[CH:7]=[CH:6][C:5](/[C:8](/[Si](C)(C)C)=[C:9](/[C:12]2[CH:17]=[CH:16][CH:15]=[CH:14][CH:13]=2)\[CH2:10][CH3:11])=[CH:4][CH:3]=1.[Br:22]Br.C[O-].[Na+].CCOC(C)=O. The catalyst is C(Cl)Cl.CO. The product is [Br:22]/[C:8](/[C:5]1[CH:6]=[CH:7][C:2]([F:1])=[CH:3][CH:4]=1)=[C:9](\[C:12]1[CH:17]=[CH:16][CH:15]=[CH:14][CH:13]=1)/[CH2:10][CH3:11]. The yield is 0.590. (5) The yield is 0.840. The reactants are [Br:1][C:2]1[CH:3]=[C:4]([CH:6]=[CH:7][CH:8]=1)[NH2:5].[F:9][C:10]([F:15])([F:14])[CH:11]1[O:13][CH2:12]1. No catalyst specified. The product is [Br:1][C:2]1[CH:3]=[C:4]([NH:5][CH2:12][CH:11]([OH:13])[C:10]([F:15])([F:14])[F:9])[CH:6]=[CH:7][CH:8]=1. (6) The reactants are Cl[C:2]1[N:7]2[CH:8]=[CH:9][N:10]=[C:6]2[CH:5]=[C:4]([C:11]([O:13][CH3:14])=[O:12])[N:3]=1.CC1(C)C(C)(C)OB([C:23]2[CH:24]=[N:25][N:26]([CH2:28][O:29][CH2:30][CH2:31][Si:32]([CH3:35])([CH3:34])[CH3:33])[CH:27]=2)O1.[O-]P([O-])([O-])=O.[K+].[K+].[K+].CC(C1C=C(C(C)C)C(C2C=CC=CC=2P(C2CCCCC2)C2CCCCC2)=C(C(C)C)C=1)C.O. The catalyst is C1C=CC(/C=C/C(/C=C/C2C=CC=CC=2)=O)=CC=1.C1C=CC(/C=C/C(/C=C/C2C=CC=CC=2)=O)=CC=1.C1C=CC(/C=C/C(/C=C/C2C=CC=CC=2)=O)=CC=1.[Pd].[Pd].C(O)(C)C. The product is [CH3:33][Si:32]([CH3:35])([CH3:34])[CH2:31][CH2:30][O:29][CH2:28][N:26]1[CH:27]=[C:23]([C:2]2[N:7]3[CH:8]=[CH:9][N:10]=[C:6]3[CH:5]=[C:4]([C:11]([O:13][CH3:14])=[O:12])[N:3]=2)[CH:24]=[N:25]1. The yield is 0.270.